Dataset: Catalyst prediction with 721,799 reactions and 888 catalyst types from USPTO. Task: Predict which catalyst facilitates the given reaction. (1) Reactant: [Na+].[I-:2].ClN1C(=O)CCC1=O.[CH2:11]([O:13][C:14]([C:16]1[NH:17][C:18]2[C:23]([CH:24]=1)=[CH:22][C:21]([C:25]1[CH:30]=[CH:29][C:28]([C:31]([F:34])([F:33])[F:32])=[CH:27][CH:26]=1)=[CH:20][CH:19]=2)=[O:15])[CH3:12].[O-]S([O-])(=S)=O.[Na+].[Na+]. Product: [CH2:11]([O:13][C:14]([C:16]1[NH:17][C:18]2[C:23]([C:24]=1[I:2])=[CH:22][C:21]([C:25]1[CH:30]=[CH:29][C:28]([C:31]([F:34])([F:32])[F:33])=[CH:27][CH:26]=1)=[CH:20][CH:19]=2)=[O:15])[CH3:12]. The catalyst class is: 21. (2) Reactant: [Cl:1][C:2]1[CH:3]=[CH:4][C:5]([F:29])=[C:6]([C:8]2[N:13]=[C:12]([NH:14][C:15]3[C:20]([C:21](O)=[O:22])=[CH:19][N:18]=[CH:17][CH:16]=3)[C:11]3[CH2:24][C:25]([CH3:28])([CH3:27])[CH2:26][C:10]=3[N:9]=2)[CH:7]=1.C(C1NC=CN=1)(C1[NH:33]C=CN=1)=O.N. Product: [Cl:1][C:2]1[CH:3]=[CH:4][C:5]([F:29])=[C:6]([C:8]2[N:13]=[C:12]([NH:14][C:15]3[C:20]([C:21]([NH2:33])=[O:22])=[CH:19][N:18]=[CH:17][CH:16]=3)[C:11]3[CH2:24][C:25]([CH3:27])([CH3:28])[CH2:26][C:10]=3[N:9]=2)[CH:7]=1. The catalyst class is: 3.